This data is from Reaction yield outcomes from USPTO patents with 853,638 reactions. The task is: Predict the reaction yield, written as a fraction of the theoretical maximum amount of product (1.0 means a 100% yield; for example, 0.34 means a 34% yield). (1) The reactants are [F-].[K+].Br[CH:4]([CH:9]([CH3:11])[CH3:10])[C:5](OC)=[O:6].[NH2:12][C:13]1[CH:18]=[CH:17][C:16]([N+:19]([O-:21])=[O:20])=[CH:15][C:14]=1[OH:22]. The catalyst is CN(C=O)C. The product is [CH:9]([CH:4]1[C:5](=[O:6])[NH:12][C:13]2[CH:18]=[CH:17][C:16]([N+:19]([O-:21])=[O:20])=[CH:15][C:14]=2[O:22]1)([CH3:11])[CH3:10]. The yield is 0.435. (2) The reactants are [CH3:1][C:2]1[CH:7]=[CH:6][C:5]([S:8]([O:11][CH2:12][CH:13]2[CH2:17][C:16]3[CH:18]=[C:19]([CH3:23])[CH:20]=[C:21](Br)[C:15]=3[O:14]2)(=[O:10])=[O:9])=[CH:4][CH:3]=1.[C:24]1(B(O)O)[CH:29]=[CH:28][CH:27]=[CH:26][CH:25]=1.[CH:33]([C:36]1C=CC=[CH:38][C:37]=1B1OC(C)(C)C(C)(C)O1)(C)[CH3:34]. No catalyst specified. The product is [CH3:1][C:2]1[CH:7]=[CH:6][C:5]([S:8]([O:11][CH2:12][CH:13]2[CH2:17][C:16]3[CH:18]=[C:19]([C:23]4[CH:38]=[CH:37][CH:36]=[CH:33][CH:34]=4)[CH:20]=[C:21]([C:24]4[CH:29]=[CH:28][CH:27]=[CH:26][CH:25]=4)[C:15]=3[O:14]2)(=[O:10])=[O:9])=[CH:4][CH:3]=1. The yield is 0.780. (3) The reactants are [C:1]([C:4]1[CH:9]=[CH:8][N:7]=[C:6]([CH3:10])[CH:5]=1)(=O)[CH3:2].Cl.[NH2:12][OH:13].CO.O.O.O.C([O-])(=O)C.[Na+]. The catalyst is O.[Cl-].[Na+].O. The product is [CH3:10][C:6]1[CH:5]=[C:4]([C:1](=[N:12][OH:13])[CH3:2])[CH:9]=[CH:8][N:7]=1. The yield is 0.670. (4) The reactants are [Br:1][C:2]1[CH:3]=[N:4][C:5](I)=[N:6][CH:7]=1.[Cl:9][C:10]1[CH:15]=[CH:14][CH:13]=[CH:12][C:11]=1B(O)O. No catalyst specified. The product is [Br:1][C:2]1[CH:3]=[N:4][C:5]([C:11]2[CH:12]=[CH:13][CH:14]=[CH:15][C:10]=2[Cl:9])=[N:6][CH:7]=1. The yield is 0.690. (5) The reactants are [C:1]([NH:4][C:5]1[N:10]=[CH:9][C:8]([NH:11][C:12](=[O:24])[C:13]2[C:18]([F:19])=[CH:17][CH:16]=[C:15]([N+:20]([O-])=O)[C:14]=2[F:23])=[CH:7][CH:6]=1)(=[O:3])[CH3:2]. The catalyst is CO.[Pd]. The product is [C:1]([NH:4][C:5]1[N:10]=[CH:9][C:8]([NH:11][C:12](=[O:24])[C:13]2[C:18]([F:19])=[CH:17][CH:16]=[C:15]([NH2:20])[C:14]=2[F:23])=[CH:7][CH:6]=1)(=[O:3])[CH3:2]. The yield is 0.860. (6) The catalyst is CO. The yield is 0.650. The product is [CH3:22][S:18]([C:10]1[N:9]=[C:8]([C:6]2[CH:5]=[CH:4][N:3]=[C:2]([CH3:1])[CH:7]=2)[CH:13]=[CH:12][N:11]=1)(=[O:20])=[O:17]. The reactants are [CH3:1][C:2]1[CH:7]=[C:6]([C:8]2[CH:13]=[CH:12][N:11]=[C:10](SC)[N:9]=2)[CH:5]=[CH:4][N:3]=1.O[O:17][S:18]([O-:20])=O.[K+].[C:22]([O-])(O)=O.[Na+]. (7) The reactants are [CH2:1]([O:8][C:9]1[CH:14]=[C:13]([N+:15]([O-])=O)[C:12]([Cl:18])=[CH:11][C:10]=1[Cl:19])[C:2]1[CH:7]=[CH:6][CH:5]=[CH:4][CH:3]=1.O. The catalyst is C(O)(=O)C.[Fe]. The product is [CH2:1]([O:8][C:9]1[C:10]([Cl:19])=[CH:11][C:12]([Cl:18])=[C:13]([NH2:15])[CH:14]=1)[C:2]1[CH:3]=[CH:4][CH:5]=[CH:6][CH:7]=1. The yield is 0.960.